From a dataset of Full USPTO retrosynthesis dataset with 1.9M reactions from patents (1976-2016). Predict the reactants needed to synthesize the given product. Given the product [CH2:1]([C:5]1[CH:10]=[CH:9][C:8]([C:15]2[CH:20]=[CH:19][C:18]([C:21](=[O:26])[C:22]([F:24])([F:25])[F:23])=[CH:17][CH:16]=2)=[CH:7][CH:6]=1)[CH2:2][CH2:3][CH3:4], predict the reactants needed to synthesize it. The reactants are: [CH2:1]([C:5]1[CH:10]=[CH:9][C:8](B(O)O)=[CH:7][CH:6]=1)[CH2:2][CH2:3][CH3:4].Br[C:15]1[CH:20]=[CH:19][C:18]([C:21](=[O:26])[C:22]([F:25])([F:24])[F:23])=[CH:17][CH:16]=1.C(=O)([O-])[O-].[Na+].[Na+].[Cl-].[Li+].